This data is from Cav3 T-type calcium channel HTS with 100,875 compounds. The task is: Binary Classification. Given a drug SMILES string, predict its activity (active/inactive) in a high-throughput screening assay against a specified biological target. (1) The drug is s1c(c(c(c1/N=C\N(C)C)C(OCC)=O)C)C(OCC)=O. The result is 0 (inactive). (2) The molecule is s1c(/C=C2\C(=C(N(C2=O)c2cc(ccc2)C)C)C(OC)=O)ccc1. The result is 0 (inactive). (3) The drug is Clc1c(cc(n2cnnc2)cc1)C(=O)NCCOc1cc(c(cc1)C)C. The result is 0 (inactive).